This data is from Forward reaction prediction with 1.9M reactions from USPTO patents (1976-2016). The task is: Predict the product of the given reaction. Given the reactants Cl[C:2]1[C:3]2[C:4](=[CH:13][N:14](CC3C=CC(OC)=CC=3)[N:15]=2)[N:5]=[C:6]([C:8]2[CH:12]=[CH:11][S:10][CH:9]=2)[N:7]=1.[NH2:25][C:26]1[CH:31]=[CH:30][C:29]([C:32]([N:34]2[CH2:38][CH2:37][CH2:36][CH2:35]2)=[O:33])=[CH:28][CH:27]=1.Cl, predict the reaction product. The product is: [N:34]1([C:32]([C:29]2[CH:28]=[CH:27][C:26]([NH:25][C:2]3[C:3]4[NH:15][N:14]=[CH:13][C:4]=4[N:5]=[C:6]([C:8]4[CH:12]=[CH:11][S:10][CH:9]=4)[N:7]=3)=[CH:31][CH:30]=2)=[O:33])[CH2:35][CH2:36][CH2:37][CH2:38]1.